Dataset: NCI-60 drug combinations with 297,098 pairs across 59 cell lines. Task: Regression. Given two drug SMILES strings and cell line genomic features, predict the synergy score measuring deviation from expected non-interaction effect. (1) Drug 1: C(CN)CNCCSP(=O)(O)O. Drug 2: CC1C(C(CC(O1)OC2CC(CC3=C2C(=C4C(=C3O)C(=O)C5=CC=CC=C5C4=O)O)(C(=O)C)O)N)O. Cell line: U251. Synergy scores: CSS=42.0, Synergy_ZIP=2.12, Synergy_Bliss=2.33, Synergy_Loewe=-47.2, Synergy_HSA=0.712. (2) Drug 2: C1C(C(OC1N2C=NC3=C2NC=NCC3O)CO)O. Cell line: SK-MEL-2. Synergy scores: CSS=8.96, Synergy_ZIP=3.82, Synergy_Bliss=9.47, Synergy_Loewe=-0.568, Synergy_HSA=-3.15. Drug 1: C(CC(=O)O)C(=O)CN.Cl. (3) Drug 1: C1CCN(CC1)CCOC2=CC=C(C=C2)C(=O)C3=C(SC4=C3C=CC(=C4)O)C5=CC=C(C=C5)O. Drug 2: C1C(C(OC1N2C=C(C(=O)NC2=O)F)CO)O. Cell line: LOX IMVI. Synergy scores: CSS=45.9, Synergy_ZIP=0.537, Synergy_Bliss=-1.80, Synergy_Loewe=-24.6, Synergy_HSA=-0.933. (4) Drug 1: CN1CCC(CC1)COC2=C(C=C3C(=C2)N=CN=C3NC4=C(C=C(C=C4)Br)F)OC. Drug 2: CCC1(CC2CC(C3=C(CCN(C2)C1)C4=CC=CC=C4N3)(C5=C(C=C6C(=C5)C78CCN9C7C(C=CC9)(C(C(C8N6C=O)(C(=O)OC)O)OC(=O)C)CC)OC)C(=O)OC)O.OS(=O)(=O)O. Cell line: MALME-3M. Synergy scores: CSS=31.2, Synergy_ZIP=7.33, Synergy_Bliss=5.10, Synergy_Loewe=-13.6, Synergy_HSA=2.35. (5) Drug 1: CCC1=C2CN3C(=CC4=C(C3=O)COC(=O)C4(CC)O)C2=NC5=C1C=C(C=C5)O. Drug 2: CC1C(C(CC(O1)OC2CC(OC(C2O)C)OC3=CC4=CC5=C(C(=O)C(C(C5)C(C(=O)C(C(C)O)O)OC)OC6CC(C(C(O6)C)O)OC7CC(C(C(O7)C)O)OC8CC(C(C(O8)C)O)(C)O)C(=C4C(=C3C)O)O)O)O. Cell line: MCF7. Synergy scores: CSS=42.4, Synergy_ZIP=-0.919, Synergy_Bliss=-0.619, Synergy_Loewe=-3.09, Synergy_HSA=0.331. (6) Drug 2: CC1=C(C=C(C=C1)C(=O)NC2=CC(=CC(=C2)C(F)(F)F)N3C=C(N=C3)C)NC4=NC=CC(=N4)C5=CN=CC=C5. Cell line: SN12C. Synergy scores: CSS=-5.73, Synergy_ZIP=1.91, Synergy_Bliss=-1.71, Synergy_Loewe=-6.38, Synergy_HSA=-8.65. Drug 1: CN1C(=O)N2C=NC(=C2N=N1)C(=O)N. (7) Drug 1: CC(C)(C#N)C1=CC(=CC(=C1)CN2C=NC=N2)C(C)(C)C#N. Synergy scores: CSS=6.48, Synergy_ZIP=3.18, Synergy_Bliss=1.83, Synergy_Loewe=-8.75, Synergy_HSA=-8.30. Drug 2: C1CN(CCN1C(=O)CCBr)C(=O)CCBr. Cell line: ACHN.